From a dataset of Forward reaction prediction with 1.9M reactions from USPTO patents (1976-2016). Predict the product of the given reaction. Given the reactants [NH2:1][C:2]1[CH:3]=[N:4][C:5]2[C:10]([CH:11]=1)=[CH:9][CH:8]=[CH:7][C:6]=2[Br:12].Cl[C:14]1[CH:19]=[CH:18][C:17]([S:20](Cl)(=[O:22])=[O:21])=[CH:16][N:15]=1.CN(C)C=O.[CH3:29][S-:30].[Na+], predict the reaction product. The product is: [Br:12][C:6]1[CH:7]=[CH:8][CH:9]=[C:10]2[C:5]=1[N:4]=[CH:3][C:2]([NH:1][S:20]([C:17]1[CH:18]=[CH:19][C:14]([S:30][CH3:29])=[N:15][CH:16]=1)(=[O:22])=[O:21])=[CH:11]2.